From a dataset of Full USPTO retrosynthesis dataset with 1.9M reactions from patents (1976-2016). Predict the reactants needed to synthesize the given product. (1) Given the product [O:20]1[CH2:3][CH:2]1[CH2:1][O:4][CH:5]([C:9]1[CH:14]=[CH:13][CH:12]=[CH:11][CH:10]=1)[CH2:6][OH:7], predict the reactants needed to synthesize it. The reactants are: [CH2:1]([O:4][CH:5]([C:9]1[CH:14]=[CH:13][CH:12]=[CH:11][CH:10]=1)[C:6]([O-])=[O:7])[CH:2]=[CH2:3].ClC1C=C(C=CC=1)C(OO)=[O:20]. (2) Given the product [N:47]1([C:28]2[N:29]=[C:30]([C:2]3[N:6]4[CH:7]=[CH:8][N:9]=[C:10]([NH:25][CH:22]5[CH2:21][CH2:20][NH:19][CH2:24][CH2:23]5)[C:5]4=[N:4][CH:3]=3)[CH:31]=[CH:32][N:33]=2)[CH2:52][CH2:51][O:50][CH2:49][CH2:48]1, predict the reactants needed to synthesize it. The reactants are: Br[C:2]1[N:6]2[CH:7]=[CH:8][N:9]=[C:10](Cl)[C:5]2=[N:4][CH:3]=1.C(OC([N:19]1[CH2:24][CH2:23][CH:22]([NH2:25])[CH2:21][CH2:20]1)=O)(C)(C)C.CS[C:28]1[N:33]=[C:32]([Sn](CCCC)(CCCC)CCCC)[CH:31]=[CH:30][N:29]=1.[NH:47]1[CH2:52][CH2:51][O:50][CH2:49][CH2:48]1. (3) The reactants are: [CH2:1]([CH:4]1[CH2:8][CH2:7][CH:6]([Se]C2C=CC=CC=2)[C:5]1=[O:16])[CH:2]=[CH2:3].[Cl-].[NH4+].OO. Given the product [CH2:1]([CH:4]1[C:5](=[O:16])[CH:6]=[CH:7][CH2:8]1)[CH:2]=[CH2:3], predict the reactants needed to synthesize it. (4) Given the product [CH3:57][C:51]1([CH3:58])[CH2:50][C:49]2[CH:48]=[C:47]3[N:54]([CH2:55][CH2:56][N:45]([C:37]4[C:36]([CH2:35][OH:34])=[C:41]([C:2]5[CH:3]=[C:4]([NH:10][C:11]6[N:16]=[CH:15][C:14]([N:17]7[CH2:22][CH2:21][N:20]([C:23]([O:25][C:26]([CH3:27])([CH3:29])[CH3:28])=[O:24])[CH2:19][C@@H:18]7[CH3:30])=[CH:13][CH:12]=6)[C:5]([O:8][CH3:9])=[N:6][CH:7]=5)[CH:40]=[CH:39][N:38]=4)[C:46]3=[O:59])[C:53]=2[CH2:52]1, predict the reactants needed to synthesize it. The reactants are: Cl[C:2]1[CH:3]=[C:4]([NH:10][C:11]2[N:16]=[CH:15][C:14]([N:17]3[CH2:22][CH2:21][N:20]([C:23]([O:25][C:26]([CH3:29])([CH3:28])[CH3:27])=[O:24])[CH2:19][C@@H:18]3[CH3:30])=[CH:13][CH:12]=2)[C:5]([O:8][CH3:9])=[N:6][CH:7]=1.C([O:34][CH2:35][C:36]1[C:37]([N:45]2[CH2:56][CH2:55][N:54]3[C:47](=[CH:48][C:49]4[CH2:50][C:51]([CH3:58])([CH3:57])[CH2:52][C:53]=43)[C:46]2=[O:59])=[N:38][CH:39]=[CH:40][C:41]=1B(O)O)(=O)C.C1CCC(P(C2CCCCC2)C2CCCCC2)CC1.C([O-])([O-])=O.[Cs+].[Cs+].O.[OH-].[Li+]. (5) Given the product [CH3:1][O:2][CH2:3][CH2:4][O:5][C:6]1[CH:14]=[C:13]2[C:9]([CH:10]=[CH:11][NH:12]2)=[CH:8][C:7]=1[O:15][C:16]1[CH:21]=[CH:20][N:19]=[C:18]([NH2:22])[CH:17]=1, predict the reactants needed to synthesize it. The reactants are: [CH3:1][O:2][CH2:3][CH2:4][O:5][C:6]1[CH:14]=[C:13]2[C:9]([CH:10]=[CH:11][NH:12]2)=[CH:8][C:7]=1[O:15][C:16]1[CH:21]=[CH:20][N:19]=[C:18]([NH:22]C(=O)C)[CH:17]=1.[OH-].[Na+].O.C(OCC)(=O)C. (6) Given the product [Cl:17][CH2:18][C:19]([C:10]1[C:11]2[C:6](=[CH:5][CH:4]=[CH:3][C:2]=2[Br:1])[C:7]([Br:12])=[CH:8][CH:9]=1)=[O:20].[Br:1][C:2]1[C:11]2[C:6](=[C:7]([Br:12])[CH:8]=[CH:9][CH:10]=2)[CH:5]=[CH:4][CH:3]=1, predict the reactants needed to synthesize it. The reactants are: [Br:1][C:2]1[C:11]2[C:6](=[C:7]([Br:12])[CH:8]=[CH:9][CH:10]=2)[CH:5]=[CH:4][CH:3]=1.ClCCCl.[Cl:17][CH2:18][C:19](Cl)=[O:20].[Cl-].[Al+3].[Cl-].[Cl-].